The task is: Regression. Given a peptide amino acid sequence and an MHC pseudo amino acid sequence, predict their binding affinity value. This is MHC class I binding data.. This data is from Peptide-MHC class I binding affinity with 185,985 pairs from IEDB/IMGT. The peptide sequence is HYIVLSSEL. The MHC is HLA-A29:02 with pseudo-sequence HLA-A29:02. The binding affinity (normalized) is 0.182.